Predict which catalyst facilitates the given reaction. From a dataset of Catalyst prediction with 721,799 reactions and 888 catalyst types from USPTO. (1) Reactant: Cl[C:2]1[CH:11]=[C:10]([C:12]#[N:13])[C:5]([C:6]([O:8][CH3:9])=[O:7])=[C:4]([C:14]2[CH:15]=[N:16][N:17]([CH2:19][CH3:20])[CH:18]=2)[N:3]=1.CCN(C(C)C)C(C)C.[NH2:30][C@@H:31]1[CH2:36][CH2:35][CH2:34][CH2:33][C@@H:32]1[NH:37][C:38](=[O:44])[O:39][C:40]([CH3:43])([CH3:42])[CH3:41]. Product: [C:40]([O:39][C:38]([NH:37][C@H:32]1[CH2:33][CH2:34][CH2:35][CH2:36][C@H:31]1[NH:30][C:2]1[CH:11]=[C:10]([C:12]#[N:13])[C:5]([C:6]([O:8][CH3:9])=[O:7])=[C:4]([C:14]2[CH:15]=[N:16][N:17]([CH2:19][CH3:20])[CH:18]=2)[N:3]=1)=[O:44])([CH3:43])([CH3:41])[CH3:42]. The catalyst class is: 3. (2) Reactant: C([O:8][C:9]1[CH:10]=[C:11]([C:15]2[N:23]=[C:22]3[C:18]([N:19]([C:26]([N:28]4[CH2:32][CH2:31][CH2:30][CH2:29]4)=[O:27])[C:20](=[O:25])[N:21]3[CH3:24])=[CH:17][N:16]=2)[CH:12]=[CH:13][CH:14]=1)C1C=CC=CC=1. Product: [OH:8][C:9]1[CH:10]=[C:11]([C:15]2[N:23]=[C:22]3[C:18]([N:19]([C:26]([N:28]4[CH2:29][CH2:30][CH2:31][CH2:32]4)=[O:27])[C:20](=[O:25])[N:21]3[CH3:24])=[CH:17][N:16]=2)[CH:12]=[CH:13][CH:14]=1. The catalyst class is: 19. (3) Reactant: [NH2:1][C:2]1[N:6]([CH2:7][C:8]([O:10][CH2:11][CH3:12])=[O:9])[N:5]=[C:4]([C:13]2[CH:18]=[CH:17][CH:16]=[CH:15][CH:14]=2)[CH:3]=1.[C:19](OC(=O)C)(=[O:21])[CH3:20]. Product: [C:19]([NH:1][C:2]1[N:6]([CH2:7][C:8]([O:10][CH2:11][CH3:12])=[O:9])[N:5]=[C:4]([C:13]2[CH:18]=[CH:17][CH:16]=[CH:15][CH:14]=2)[CH:3]=1)(=[O:21])[CH3:20]. The catalyst class is: 17. (4) Reactant: [CH3:1][C:2]1[O:6][C:5]([CH2:7][CH2:8][C:9]2[CH:14]=[CH:13][CH:12]=[CH:11][CH:10]=2)=[N:4][C:3]=1[CH2:15][C:16](O)=[O:17]. Product: [CH3:1][C:2]1[O:6][C:5]([CH2:7][CH2:8][C:9]2[CH:10]=[CH:11][CH:12]=[CH:13][CH:14]=2)=[N:4][C:3]=1[CH2:15][CH2:16][OH:17]. The catalyst class is: 1. (5) Reactant: CC1CCCO1.[CH2:7]([O:9][C:10](=[O:16])[C:11](=[CH2:15])[CH2:12][CH2:13][CH3:14])[CH3:8].FC(F)(F)C(O)=O.[CH2:24]([N:31]([CH2:37]OC)[CH2:32][Si](C)(C)C)[C:25]1[CH:30]=[CH:29][CH:28]=[CH:27][CH:26]=1. The catalyst class is: 6. Product: [CH2:7]([O:9][C:10]([C:11]1([CH2:12][CH2:13][CH3:14])[CH2:15][CH2:32][N:31]([CH2:24][C:25]2[CH:26]=[CH:27][CH:28]=[CH:29][CH:30]=2)[CH2:37]1)=[O:16])[CH3:8]. (6) Reactant: [C:1]([NH:5][C:6]1[CH:7]=[C:8]2[C:12](=[CH:13][CH:14]=1)[NH:11][C:10]([C:15]([O:17]CC)=[O:16])=[CH:9]2)(=[O:4])[CH2:2][CH3:3].C([O-])([O-])=O.[Cs+].[Cs+]. Product: [C:1]([NH:5][C:6]1[CH:7]=[C:8]2[C:12](=[CH:13][CH:14]=1)[NH:11][C:10]([C:15]([OH:17])=[O:16])=[CH:9]2)(=[O:4])[CH2:2][CH3:3]. The catalyst class is: 88.